Predict which catalyst facilitates the given reaction. From a dataset of Catalyst prediction with 721,799 reactions and 888 catalyst types from USPTO. Reactant: [CH3:1][O:2][CH2:3][CH2:4][NH:5][C:6](=[O:15])[O:7][CH2:8][C:9]1[CH:14]=[CH:13][CH:12]=[CH:11][CH:10]=1.[H-].[Na+].Br[CH2:19][CH2:20][F:21]. Product: [F:21][CH2:20][CH2:19][N:5]([CH2:4][CH2:3][O:2][CH3:1])[C:6](=[O:15])[O:7][CH2:8][C:9]1[CH:14]=[CH:13][CH:12]=[CH:11][CH:10]=1. The catalyst class is: 9.